Dataset: Full USPTO retrosynthesis dataset with 1.9M reactions from patents (1976-2016). Task: Predict the reactants needed to synthesize the given product. (1) Given the product [CH:24]1([C:22]2[C:21]3[CH:20]([N:27]([CH:29]4[CH2:30][CH2:31]4)[CH3:28])[CH2:19][CH2:18][C:17]([CH3:32])([CH3:33])[C:16]=3[CH:15]=[C:14]([C:13]#[C:12][C:9]3[CH:8]=[CH:7][C:6]([CH:4]([CH3:5])[C:3]([OH:34])=[O:2])=[CH:11][CH:10]=3)[CH:23]=2)[CH2:26][CH2:25]1, predict the reactants needed to synthesize it. The reactants are: C[O:2][C:3](=[O:34])[CH:4]([C:6]1[CH:11]=[CH:10][C:9]([C:12]#[C:13][C:14]2[CH:23]=[C:22]([CH:24]3[CH2:26][CH2:25]3)[C:21]3[CH:20]([N:27]([CH:29]4[CH2:31][CH2:30]4)[CH3:28])[CH2:19][CH2:18][C:17]([CH3:33])([CH3:32])[C:16]=3[CH:15]=2)=[CH:8][CH:7]=1)[CH3:5].[OH-].[Li+].[Cl-].[NH4+]. (2) Given the product [C:9]([C:13]1[CH:22]=[CH:21][C:16]([CH2:17][NH:18][C:19]([NH:8][CH2:7][C:3]2[N:2]([CH3:1])[CH:6]=[CH:5][CH:4]=2)=[S:20])=[CH:15][CH:14]=1)([CH3:12])([CH3:10])[CH3:11], predict the reactants needed to synthesize it. The reactants are: [CH3:1][N:2]1[CH:6]=[CH:5][CH:4]=[C:3]1[CH2:7][NH2:8].[C:9]([C:13]1[CH:22]=[CH:21][C:16]([CH2:17][N:18]=[C:19]=[S:20])=[CH:15][CH:14]=1)([CH3:12])([CH3:11])[CH3:10].